Dataset: NCI-60 drug combinations with 297,098 pairs across 59 cell lines. Task: Regression. Given two drug SMILES strings and cell line genomic features, predict the synergy score measuring deviation from expected non-interaction effect. (1) Drug 1: B(C(CC(C)C)NC(=O)C(CC1=CC=CC=C1)NC(=O)C2=NC=CN=C2)(O)O. Cell line: T-47D. Synergy scores: CSS=56.6, Synergy_ZIP=1.59, Synergy_Bliss=1.50, Synergy_Loewe=-5.99, Synergy_HSA=6.59. Drug 2: CCC1(C2=C(COC1=O)C(=O)N3CC4=CC5=C(C=CC(=C5CN(C)C)O)N=C4C3=C2)O. (2) Drug 1: CCC1(CC2CC(C3=C(CCN(C2)C1)C4=CC=CC=C4N3)(C5=C(C=C6C(=C5)C78CCN9C7C(C=CC9)(C(C(C8N6C=O)(C(=O)OC)O)OC(=O)C)CC)OC)C(=O)OC)O.OS(=O)(=O)O. Drug 2: C(=O)(N)NO. Cell line: MOLT-4. Synergy scores: CSS=-2.51, Synergy_ZIP=5.53, Synergy_Bliss=-5.44, Synergy_Loewe=-6.76, Synergy_HSA=-7.30. (3) Drug 1: CS(=O)(=O)C1=CC(=C(C=C1)C(=O)NC2=CC(=C(C=C2)Cl)C3=CC=CC=N3)Cl. Drug 2: CC(C)CN1C=NC2=C1C3=CC=CC=C3N=C2N. Cell line: SW-620. Synergy scores: CSS=-8.50, Synergy_ZIP=1.96, Synergy_Bliss=-3.76, Synergy_Loewe=-5.90, Synergy_HSA=-6.78.